From a dataset of Full USPTO retrosynthesis dataset with 1.9M reactions from patents (1976-2016). Predict the reactants needed to synthesize the given product. Given the product [Cl:1][C:2]1[CH:3]=[CH:4][C:5]([C:8]([F:25])([F:24])[CH2:9][N:10]2[CH2:15][CH2:14][CH:13]([NH2:16])[CH2:12][CH2:11]2)=[N:6][CH:7]=1, predict the reactants needed to synthesize it. The reactants are: [Cl:1][C:2]1[CH:3]=[CH:4][C:5]([C:8]([F:25])([F:24])[CH2:9][N:10]2[CH2:15][CH2:14][CH:13]([NH:16]C(=O)OC(C)(C)C)[CH2:12][CH2:11]2)=[N:6][CH:7]=1.C(O)(C(F)(F)F)=O.